Dataset: Forward reaction prediction with 1.9M reactions from USPTO patents (1976-2016). Task: Predict the product of the given reaction. (1) Given the reactants [Cl:1][C:2]1[CH:7]=[CH:6][C:5]([S:8]([C:11]([CH3:16])([CH3:15])[C:12]([OH:14])=[O:13])(=[O:10])=[O:9])=[CH:4][CH:3]=1.C(=O)([O-])[O-].[Na+].[Na+].Br[CH2:24][C:25]([C:27]1[CH:31]=[C:30]([C:32]([CH3:35])([CH3:34])[CH3:33])[O:29][N:28]=1)=[O:26], predict the reaction product. The product is: [C:32]([C:30]1[O:29][N:28]=[C:27]([C:25](=[O:26])[CH2:24][O:13][C:12](=[O:14])[C:11]([S:8]([C:5]2[CH:4]=[CH:3][C:2]([Cl:1])=[CH:7][CH:6]=2)(=[O:10])=[O:9])([CH3:16])[CH3:15])[CH:31]=1)([CH3:35])([CH3:33])[CH3:34]. (2) Given the reactants [H-].[Na+].[C:3]([O:9][CH3:10])(=[O:8])[C:4]([O:6]C)=O.[Si:11]([O:18][CH2:19][CH2:20][CH2:21][CH2:22][CH2:23][C:24]([O:26][CH3:27])=[O:25])([C:14]([CH3:17])([CH3:16])[CH3:15])([CH3:13])[CH3:12].Cl, predict the reaction product. The product is: [Si:11]([O:18][CH2:19][CH2:20][CH2:21][CH2:22][CH:23]([C:24]([O:26][CH3:27])=[O:25])[C:4](=[O:6])[C:3]([O:9][CH3:10])=[O:8])([C:14]([CH3:17])([CH3:16])[CH3:15])([CH3:12])[CH3:13]. (3) Given the reactants C([O:3][C:4](=[O:29])[C:5]1[CH:10]=[CH:9][C:8]([C:11]2[NH:28][C:14]3[N:15]=[CH:16][N:17]=[C:18]([NH:19][C@@H:20]([C:22]4[CH:27]=[CH:26][CH:25]=[CH:24][CH:23]=4)[CH3:21])[C:13]=3[CH:12]=2)=[CH:7][CH:6]=1)C.O.O.[OH-].[Li+].S(=O)(=O)(O)O, predict the reaction product. The product is: [C:22]1([C@H:20]([NH:19][C:18]2[C:13]3[CH:12]=[C:11]([C:8]4[CH:7]=[CH:6][C:5]([C:4]([OH:29])=[O:3])=[CH:10][CH:9]=4)[NH:28][C:14]=3[N:15]=[CH:16][N:17]=2)[CH3:21])[CH:23]=[CH:24][CH:25]=[CH:26][CH:27]=1.